Dataset: NCI-60 drug combinations with 297,098 pairs across 59 cell lines. Task: Regression. Given two drug SMILES strings and cell line genomic features, predict the synergy score measuring deviation from expected non-interaction effect. Cell line: SNB-75. Synergy scores: CSS=14.3, Synergy_ZIP=0.0398, Synergy_Bliss=1.03, Synergy_Loewe=-10.6, Synergy_HSA=0.958. Drug 1: CCC1=CC2CC(C3=C(CN(C2)C1)C4=CC=CC=C4N3)(C5=C(C=C6C(=C5)C78CCN9C7C(C=CC9)(C(C(C8N6C)(C(=O)OC)O)OC(=O)C)CC)OC)C(=O)OC.C(C(C(=O)O)O)(C(=O)O)O. Drug 2: CN(CCCl)CCCl.Cl.